Task: Predict the reactants needed to synthesize the given product.. Dataset: Full USPTO retrosynthesis dataset with 1.9M reactions from patents (1976-2016) Given the product [CH:1]1([CH2:6][C@H:7]([C:11]2[CH:16]=[CH:15][C:14]([S:17]([CH3:20])(=[O:19])=[O:18])=[C:13]([CH3:21])[CH:12]=2)[C:8]([NH:28][C:29]2[CH:34]=[N:33][C:32]([CH:35]=[CH2:36])=[CH:31][N:30]=2)=[O:10])[CH2:2][CH2:3][CH2:4][CH2:5]1, predict the reactants needed to synthesize it. The reactants are: [CH:1]1([CH2:6][C@H:7]([C:11]2[CH:16]=[CH:15][C:14]([S:17]([CH3:20])(=[O:19])=[O:18])=[C:13]([CH3:21])[CH:12]=2)[C:8]([OH:10])=O)[CH2:5][CH2:4][CH2:3][CH2:2]1.C(Cl)(=O)C(Cl)=O.[NH2:28][C:29]1[CH:34]=[N:33][C:32]([CH:35]=[CH2:36])=[CH:31][N:30]=1.N1C=CC=CC=1.